Dataset: Full USPTO retrosynthesis dataset with 1.9M reactions from patents (1976-2016). Task: Predict the reactants needed to synthesize the given product. Given the product [CH3:29][O:28][C:26]1[CH:25]=[C:22]([CH:23]([C:2]2[CH:7]=[CH:6][C:5]([O:8][CH3:9])=[C:4]([O:10][CH2:11][CH3:12])[CH:3]=2)[OH:24])[CH:21]=[C:20]([O:19][CH3:18])[CH:27]=1, predict the reactants needed to synthesize it. The reactants are: Br[C:2]1[CH:7]=[CH:6][C:5]([O:8][CH3:9])=[C:4]([O:10][CH2:11][CH3:12])[CH:3]=1.C([Li])CCC.[CH3:18][O:19][C:20]1[CH:21]=[C:22]([CH:25]=[C:26]([O:28][CH3:29])[CH:27]=1)[CH:23]=[O:24].COC1C=C(C(C2C=CC=C(OC)C=2)=CC#N)C=C(OC)C=1.